From a dataset of M1 muscarinic receptor agonist screen with 61,833 compounds. Binary Classification. Given a drug SMILES string, predict its activity (active/inactive) in a high-throughput screening assay against a specified biological target. The drug is s1c2c(n3c1nnc(c3=O)C)c(=O)n(c2=O)c1ccc(cc1)CC. The result is 0 (inactive).